Dataset: Forward reaction prediction with 1.9M reactions from USPTO patents (1976-2016). Task: Predict the product of the given reaction. The product is: [CH3:1][C:2]([O:5][C:6]([NH:8][C:9]([CH3:14])([C:11]([NH2:36])=[O:12])[CH3:10])=[O:7])([CH3:4])[CH3:3]. Given the reactants [CH3:1][C:2]([O:5][C:6]([NH:8][C:9]([CH3:14])([C:11](O)=[O:12])[CH3:10])=[O:7])([CH3:4])[CH3:3].CC(OC(OC(OC(C)(C)C)=O)=O)(C)C.O1CCOCC1.[N:36]1C=CC=CC=1, predict the reaction product.